From a dataset of Full USPTO retrosynthesis dataset with 1.9M reactions from patents (1976-2016). Predict the reactants needed to synthesize the given product. Given the product [C:1]([NH:4][C:5]1[S:6][C:7]2[CH:13]=[CH:12][CH:11]=[C:10]([O:14][C:15]3[N:20]=[CH:19][N:18]=[C:17]([C:21]4[CH:26]=[CH:25][C:24]([C:27]([F:29])([F:30])[F:28])=[CH:23][C:22]=4[NH:31][C:32]([C@:34]4([CH3:39])[CH2:38][CH2:37][CH2:36][N:35]4[CH:41]([CH3:43])[CH3:40])=[O:33])[CH:16]=3)[C:8]=2[N:9]=1)(=[O:3])[CH3:2], predict the reactants needed to synthesize it. The reactants are: [C:1]([NH:4][C:5]1[S:6][C:7]2[CH:13]=[CH:12][CH:11]=[C:10]([O:14][C:15]3[N:20]=[CH:19][N:18]=[C:17]([C:21]4[CH:26]=[CH:25][C:24]([C:27]([F:30])([F:29])[F:28])=[CH:23][C:22]=4[NH:31][C:32]([C@:34]4([CH3:39])[CH2:38][CH2:37][CH2:36][NH:35]4)=[O:33])[CH:16]=3)[C:8]=2[N:9]=1)(=[O:3])[CH3:2].[CH3:40][C:41]([CH3:43])=O.